Dataset: Forward reaction prediction with 1.9M reactions from USPTO patents (1976-2016). Task: Predict the product of the given reaction. (1) Given the reactants C1[C@@H:5]2[C@H:6]([CH2:10]O)[C@H:7]([CH2:8]O)[C@H:2]1[CH:3]=[CH:4]2.[CH:12]12CC(CC1)C=[CH:13]2.C1([C@H](O)C=C)C=CC=CC=1, predict the reaction product. The product is: [CH2:12]=[CH:13]/[CH:10]=[CH:6]/[CH2:5][CH2:4][CH2:3][CH2:2][CH2:7][CH3:8]. (2) Given the reactants [CH3:1][C:2]1([CH3:19])[C:10]2[C:5](=[CH:6][C:7]([N+:15]([O-:17])=[O:16])=[C:8]([NH:11]C(=O)C)[CH:9]=2)[NH:4][C:3]1=[O:18].Br[CH2:21][C:22]#[C:23][CH2:24][CH3:25].C([O-])([O-])=O.[K+].[K+].C1CCN2C(=NCCC2)CC1, predict the reaction product. The product is: [NH2:11][C:8]1[CH:9]=[C:10]2[C:5](=[CH:6][C:7]=1[N+:15]([O-:17])=[O:16])[N:4]([CH2:21][C:22]#[C:23][CH2:24][CH3:25])[C:3](=[O:18])[C:2]2([CH3:1])[CH3:19].